This data is from Forward reaction prediction with 1.9M reactions from USPTO patents (1976-2016). The task is: Predict the product of the given reaction. (1) Given the reactants [Cl-].[CH3:2][O:3][CH2:4][P+](C1C=CC=CC=1)(C1C=CC=CC=1)C1C=CC=CC=1.[CH3:24]C(C)([O-])C.[K+].[Si:30]([O:37][C:38]1[CH:39]=[CH:40][CH:41]=[C:42]2[C:47]=1[N:46]=[C:45](C=O)[CH:44]=[CH:43]2)([C:33]([CH3:36])([CH3:35])[CH3:34])([CH3:32])[CH3:31], predict the reaction product. The product is: [Si:30]([O:37][C:38]1[CH:39]=[CH:40][CH:41]=[C:42]2[C:47]=1[N:46]=[C:45](/[CH:24]=[CH:4]/[O:3][CH3:2])[CH:44]=[CH:43]2)([C:33]([CH3:34])([CH3:36])[CH3:35])([CH3:32])[CH3:31]. (2) The product is: [Cl:1][C:2]1[CH:11]=[C:10]2[C:5]([NH:6][C:7](=[O:18])[C:8]3[N:9]2[CH:12]=[N:13][CH:14]=3)=[CH:4][CH:3]=1. Given the reactants [Cl:1][C:2]1[CH:11]=[C:10]2[C:5]([NH:6][C:7](=[O:18])[C:8]3[N:9]2[CH:12]=[N:13][C:14]=3C(O)=O)=[CH:4][CH:3]=1, predict the reaction product.